Dataset: Peptide-MHC class I binding affinity with 185,985 pairs from IEDB/IMGT. Task: Regression. Given a peptide amino acid sequence and an MHC pseudo amino acid sequence, predict their binding affinity value. This is MHC class I binding data. (1) The peptide sequence is ATPHSVWVF. The MHC is HLA-A02:12 with pseudo-sequence HLA-A02:12. The binding affinity (normalized) is 0.0847. (2) The peptide sequence is IMYDIINSV. The MHC is HLA-A01:01 with pseudo-sequence HLA-A01:01. The binding affinity (normalized) is 0.170. (3) The peptide sequence is FPFLYKFLL. The MHC is HLA-A29:02 with pseudo-sequence HLA-A29:02. The binding affinity (normalized) is 0.278. (4) The peptide sequence is YRSGIIAVV. The MHC is HLA-B40:01 with pseudo-sequence HLA-B40:01. The binding affinity (normalized) is 0. (5) The peptide sequence is SYDVIVEPP. The MHC is H-2-Kd with pseudo-sequence H-2-Kd. The binding affinity (normalized) is 0.0659. (6) The peptide sequence is MLNRYKLIY. The MHC is HLA-B58:01 with pseudo-sequence HLA-B58:01. The binding affinity (normalized) is 0.607. (7) The peptide sequence is GTEEIRSLF. The MHC is HLA-A26:01 with pseudo-sequence HLA-A26:01. The binding affinity (normalized) is 0.0847.